Task: Predict which catalyst facilitates the given reaction.. Dataset: Catalyst prediction with 721,799 reactions and 888 catalyst types from USPTO (1) Reactant: C([O:14][C:15]1[C:26]2[C:25](=[O:27])[N:24]([CH2:28][C:29]3[CH:34]=[CH:33][C:32]([F:35])=[CH:31][CH:30]=3)[CH:23](O)[C:22]=2[C:21]([O:37][CH3:38])=[C:20]2[C:16]=1[N:17]=[CH:18][N:19]2[CH2:39]C1C=CC=CC=1)(C1C=CC=CC=1)C1C=CC=CC=1.C([SiH](CC)CC)C.FC(F)(F)C(O)=O. Product: [F:35][C:32]1[CH:33]=[CH:34][C:29]([CH2:28][N:24]2[C:25](=[O:27])[C:26]3[C:22](=[C:21]([O:37][CH3:38])[C:20]4[N:19]=[CH:39][CH:18]=[N:17][C:16]=4[C:15]=3[OH:14])[CH2:23]2)=[CH:30][CH:31]=1. The catalyst class is: 2. (2) Reactant: [C:1]([O:4][C@@H:5]1[C@H:9]([O:10][C:11](=[O:13])[CH3:12])[C@@H:8]([CH2:14][O:15][C:16](=[O:18])[CH3:17])[O:7][C@H:6]1[N:19]1[CH:27]=[N:26][C:25]2[C:20]1=[N:21][C:22](N)=[N:23][C:24]=2[Cl:28])(=[O:3])[CH3:2].[I:30]CI.N(OCCCCC)=O. Product: [C:1]([O:4][C@@H:5]1[C@H:9]([O:10][C:11](=[O:13])[CH3:12])[C@@H:8]([CH2:14][O:15][C:16](=[O:18])[CH3:17])[O:7][C@H:6]1[N:19]1[CH:27]=[N:26][C:25]2[C:20]1=[N:21][C:22]([I:30])=[N:23][C:24]=2[Cl:28])(=[O:3])[CH3:2]. The catalyst class is: 10. (3) Reactant: [I:1][C:2]1[CH:3]=[C:4]2[C:8](=[CH:9][CH:10]=1)[NH:7][C:6](=[O:11])[C:5]2=[O:12].[H-].[Na+].C([Mg]Cl)(C)C.C(N(CC)CC)C.Br[C:28]1[C:29]([C:34]([F:37])([F:36])[CH3:35])=[N:30][CH:31]=[CH:32][CH:33]=1.[Na].IC1C=C2C(=CC=1)NC(=O)C2=O. Product: [F:36][C:34]([C:29]1[C:28]([C:5]2([OH:12])[C:4]3[C:8](=[CH:9][CH:10]=[C:2]([I:1])[CH:3]=3)[NH:7][C:6]2=[O:11])=[CH:33][CH:32]=[CH:31][N:30]=1)([F:37])[CH3:35]. The catalyst class is: 598. (4) Reactant: [C:1]([Si:5]([CH3:36])([CH3:35])[O:6][CH:7]([C:31]([CH3:34])([CH3:33])[CH3:32])[CH2:8][O:9][C:10]1[CH:15]=[CH:14][C:13]([C:16]([C:21]2[CH:26]=[CH:25][C:24]([CH2:27][OH:28])=[C:23]([CH3:29])[CH:22]=2)([CH2:19][CH3:20])[CH2:17][CH3:18])=[CH:12][C:11]=1[CH3:30])([CH3:4])([CH3:3])[CH3:2].[C:37]([O:41][CH3:42])(=[O:40])[CH2:38]O. The catalyst class is: 11. Product: [CH3:42][O:41][C:37](=[O:40])[CH2:38][O:28][CH2:27][C:24]1[CH:25]=[CH:26][C:21]([C:16]([C:13]2[CH:14]=[CH:15][C:10]([O:9][CH2:8][CH:7]([O:6][Si:5]([C:1]([CH3:3])([CH3:2])[CH3:4])([CH3:35])[CH3:36])[C:31]([CH3:34])([CH3:33])[CH3:32])=[C:11]([CH3:30])[CH:12]=2)([CH2:19][CH3:20])[CH2:17][CH3:18])=[CH:22][C:23]=1[CH3:29].